The task is: Regression. Given two drug SMILES strings and cell line genomic features, predict the synergy score measuring deviation from expected non-interaction effect.. This data is from NCI-60 drug combinations with 297,098 pairs across 59 cell lines. (1) Drug 1: CC1C(C(CC(O1)OC2CC(CC3=C2C(=C4C(=C3O)C(=O)C5=C(C4=O)C(=CC=C5)OC)O)(C(=O)C)O)N)O.Cl. Drug 2: CN(CC1=CN=C2C(=N1)C(=NC(=N2)N)N)C3=CC=C(C=C3)C(=O)NC(CCC(=O)O)C(=O)O. Cell line: OVCAR-4. Synergy scores: CSS=32.9, Synergy_ZIP=-6.04, Synergy_Bliss=-4.94, Synergy_Loewe=-12.9, Synergy_HSA=-2.47. (2) Cell line: TK-10. Synergy scores: CSS=22.9, Synergy_ZIP=-4.00, Synergy_Bliss=-4.19, Synergy_Loewe=-6.05, Synergy_HSA=-4.59. Drug 1: CC1OCC2C(O1)C(C(C(O2)OC3C4COC(=O)C4C(C5=CC6=C(C=C35)OCO6)C7=CC(=C(C(=C7)OC)O)OC)O)O. Drug 2: C1=NC(=NC(=O)N1C2C(C(C(O2)CO)O)O)N. (3) Drug 1: CC1OCC2C(O1)C(C(C(O2)OC3C4COC(=O)C4C(C5=CC6=C(C=C35)OCO6)C7=CC(=C(C(=C7)OC)O)OC)O)O. Drug 2: CCN(CC)CCNC(=O)C1=C(NC(=C1C)C=C2C3=C(C=CC(=C3)F)NC2=O)C. Cell line: HT29. Synergy scores: CSS=8.39, Synergy_ZIP=-5.17, Synergy_Bliss=0.392, Synergy_Loewe=-2.64, Synergy_HSA=0.106. (4) Drug 1: CC1=C(C=C(C=C1)C(=O)NC2=CC(=CC(=C2)C(F)(F)F)N3C=C(N=C3)C)NC4=NC=CC(=N4)C5=CN=CC=C5. Drug 2: CCC1(C2=C(COC1=O)C(=O)N3CC4=CC5=C(C=CC(=C5CN(C)C)O)N=C4C3=C2)O.Cl. Cell line: SK-MEL-5. Synergy scores: CSS=23.9, Synergy_ZIP=-1.77, Synergy_Bliss=-0.654, Synergy_Loewe=-26.8, Synergy_HSA=-0.595. (5) Drug 1: CN1C2=C(C=C(C=C2)N(CCCl)CCCl)N=C1CCCC(=O)O.Cl. Drug 2: CC1CCC2CC(C(=CC=CC=CC(CC(C(=O)C(C(C(=CC(C(=O)CC(OC(=O)C3CCCCN3C(=O)C(=O)C1(O2)O)C(C)CC4CCC(C(C4)OC)O)C)C)O)OC)C)C)C)OC. Cell line: RXF 393. Synergy scores: CSS=1.81, Synergy_ZIP=-2.31, Synergy_Bliss=-3.15, Synergy_Loewe=-1.43, Synergy_HSA=-1.45. (6) Drug 1: CN(C)N=NC1=C(NC=N1)C(=O)N. Drug 2: C1=NC2=C(N=C(N=C2N1C3C(C(C(O3)CO)O)O)F)N. Cell line: MDA-MB-231. Synergy scores: CSS=-2.82, Synergy_ZIP=-2.15, Synergy_Bliss=-6.76, Synergy_Loewe=-18.9, Synergy_HSA=-9.77. (7) Drug 1: C(CCl)NC(=O)N(CCCl)N=O. Drug 2: CC1C(C(CC(O1)OC2CC(CC3=C2C(=C4C(=C3O)C(=O)C5=C(C4=O)C(=CC=C5)OC)O)(C(=O)CO)O)N)O.Cl. Cell line: MOLT-4. Synergy scores: CSS=49.3, Synergy_ZIP=-7.07, Synergy_Bliss=-8.78, Synergy_Loewe=-6.10, Synergy_HSA=-4.87.